This data is from Reaction yield outcomes from USPTO patents with 853,638 reactions. The task is: Predict the reaction yield, written as a fraction of the theoretical maximum amount of product (1.0 means a 100% yield; for example, 0.34 means a 34% yield). The reactants are C([CH:5]([OH:35])[C@H:6]1[O:10][C@@H:9]([N:11]2[C:26]3[C:14]([C:15]([N:17]=[C:18]([N:25]=3)[NH:19][C:20](=[O:24])[CH:21]([CH3:23])[CH3:22])=[O:16])=[N:13][C:12]2=[SiH2])[C@H:8]([O:28][CH3:29])[C@@H:7]1[O:30]C(C)(C)C)(C)(C)C.N1C=CC=CC=1.N1C=CC=CC=1.F. The catalyst is ClCCl. The product is [CH3:29][O:28][C@@H:8]1[C@H:7]([OH:30])[C@@H:6]([CH2:5][OH:35])[O:10][C@H:9]1[N:11]1[C:26]2[N:25]=[C:18]([NH:19][C:20](=[O:24])[CH:21]([CH3:23])[CH3:22])[NH:17][C:15](=[O:16])[C:14]=2[N:13]=[CH:12]1. The yield is 0.930.